From a dataset of CYP1A2 inhibition data for predicting drug metabolism from PubChem BioAssay. Regression/Classification. Given a drug SMILES string, predict its absorption, distribution, metabolism, or excretion properties. Task type varies by dataset: regression for continuous measurements (e.g., permeability, clearance, half-life) or binary classification for categorical outcomes (e.g., BBB penetration, CYP inhibition). Dataset: cyp1a2_veith. (1) The compound is CN(Cc1n[nH]c(=S)n1C)S(=O)(=O)c1ccccc1. The result is 0 (non-inhibitor). (2) The result is 1 (inhibitor). The drug is O=C(Nc1ccccn1)C(NS(=O)(=O)c1cccc2nsnc12)c1ccccc1. (3) The compound is CC(C)(C)NC(=S)Nc1ccc(Nc2ccccc2)cc1. The result is 1 (inhibitor). (4) The drug is COc1ccc(-n2c(SC)nc(O)c(Cc3ccccc3)c2=O)cc1. The result is 0 (non-inhibitor).